The task is: Predict the reaction yield, written as a fraction of the theoretical maximum amount of product (1.0 means a 100% yield; for example, 0.34 means a 34% yield).. This data is from Reaction yield outcomes from USPTO patents with 853,638 reactions. The reactants are [CH2:1]([C:8]1[NH:17][C:11]2[N:12]=[N:13][C:14](I)=[CH:15][C:10]=2[CH:9]=1)[C:2]1[CH:7]=[CH:6][CH:5]=[CH:4][CH:3]=1.[CH2:18]([N:22]1[CH:27]=[CH:26][C:25]([NH:28][C:29](=[O:37])[CH2:30][C:31]2[CH:36]=[CH:35][CH:34]=[CH:33][CH:32]=2)=[CH:24][C:23]1=[O:38])[CH2:19][C:20]#[CH:21].C(N(C(C)C)C(C)C)C. The catalyst is C1COCC1.CC(C)=O.[Cu]I.Cl[Pd](Cl)([P](C1C=CC=CC=1)(C1C=CC=CC=1)C1C=CC=CC=1)[P](C1C=CC=CC=1)(C1C=CC=CC=1)C1C=CC=CC=1. The product is [CH2:1]([C:8]1[NH:17][C:11]2[N:12]=[N:13][C:14]([C:21]#[C:20][CH2:19][CH2:18][N:22]3[CH:27]=[CH:26][C:25]([NH:28][C:29](=[O:37])[CH2:30][C:31]4[CH:32]=[CH:33][CH:34]=[CH:35][CH:36]=4)=[CH:24][C:23]3=[O:38])=[CH:15][C:10]=2[CH:9]=1)[C:2]1[CH:7]=[CH:6][CH:5]=[CH:4][CH:3]=1. The yield is 0.710.